This data is from Full USPTO retrosynthesis dataset with 1.9M reactions from patents (1976-2016). The task is: Predict the reactants needed to synthesize the given product. Given the product [CH2:16]([N:15]1[C:14]2[CH:18]=[CH:19][CH:20]=[CH:21][C:13]=2[NH:12]/[C:11]/1=[C:8](\[C:6]1[C:5]([CH3:22])=[CH:4][N:3]=[C:2]([NH:23][CH2:24][CH2:25][C:26]2[C:34]3[C:29](=[CH:30][CH:31]=[CH:32][CH:33]=3)[NH:28][CH:27]=2)[N:7]=1)/[C:9]#[N:10])[CH3:17], predict the reactants needed to synthesize it. The reactants are: Cl[C:2]1[N:7]=[C:6]([CH:8]([CH:11]2[N:15]([CH2:16][CH3:17])[C:14]3[CH:18]=[CH:19][CH:20]=[CH:21][C:13]=3[NH:12]2)[C:9]#[N:10])[C:5]([CH3:22])=[CH:4][N:3]=1.[NH2:23][CH2:24][CH2:25][C:26]1[C:34]2[C:29](=[CH:30][CH:31]=[CH:32][CH:33]=2)[NH:28][CH:27]=1.